From a dataset of Catalyst prediction with 721,799 reactions and 888 catalyst types from USPTO. Predict which catalyst facilitates the given reaction. (1) Reactant: C[Al](C)C.[C:5](=[N:18][NH2:19])([C:12]1[CH:17]=[CH:16][CH:15]=[CH:14][CH:13]=1)[C:6]1[CH:11]=[CH:10][CH:9]=[CH:8][CH:7]=1.[CH3:20][O:21][C:22]1[CH:23]=[C:24]([CH:28]2[CH2:32][O:31][C:30](=[O:33])[CH2:29]2)[CH:25]=[CH:26][CH:27]=1.[OH-].[Na+]. Product: [C:5](=[N:18][NH:19][C:30](=[O:33])[CH2:29][CH:28]([C:24]1[CH:25]=[CH:26][CH:27]=[C:22]([O:21][CH3:20])[CH:23]=1)[CH2:32][OH:31])([C:12]1[CH:13]=[CH:14][CH:15]=[CH:16][CH:17]=1)[C:6]1[CH:11]=[CH:10][CH:9]=[CH:8][CH:7]=1. The catalyst class is: 4. (2) Reactant: C(=O)(O)[O-].[Na+].Cl[C:7]([O:9][CH2:10][C:11]1[CH:16]=[CH:15][CH:14]=[CH:13][CH:12]=1)=[O:8].[CH3:17][O:18][C:19]1[CH:20]=[N:21][CH:22]=[CH:23][C:24]=1[C:25]1[CH:31]=[CH:30][C:28]([NH2:29])=[C:27]([O:32][CH:33]([CH3:35])[CH3:34])[CH:26]=1.C(OCC)(=O)C. Product: [CH2:10]([O:9][C:7](=[O:8])[NH:29][C:28]1[CH:30]=[CH:31][C:25]([C:24]2[CH:23]=[CH:22][N:21]=[CH:20][C:19]=2[O:18][CH3:17])=[CH:26][C:27]=1[O:32][CH:33]([CH3:35])[CH3:34])[C:11]1[CH:16]=[CH:15][CH:14]=[CH:13][CH:12]=1. The catalyst class is: 20. (3) Reactant: [Cl:1][C:2]1[CH:7]=[CH:6][C:5]([C:8]([N:16]2[C:24]3[C:19](=[C:20]([NH:25][S:26]([CH3:29])(=[O:28])=[O:27])[CH:21]=[CH:22][CH:23]=3)[CH:18]=[CH:17]2)([CH2:14][CH3:15])[C:9](=[O:13])[CH2:10][C:11]#[N:12])=[CH:4][CH:3]=1.[H-].[Na+].Br[CH2:33][CH2:34]Br. Product: [Cl:1][C:2]1[CH:7]=[CH:6][C:5]([C:8]([N:16]2[C:24]3[C:19](=[C:20]([NH:25][S:26]([CH3:29])(=[O:27])=[O:28])[CH:21]=[CH:22][CH:23]=3)[CH:18]=[CH:17]2)([C:9]2[O:13][CH2:33][CH2:34][C:10]=2[C:11]#[N:12])[CH2:14][CH3:15])=[CH:4][CH:3]=1. The catalyst class is: 3. (4) Reactant: [CH3:1][N:2]1[CH2:11][CH2:10][C:9]2[C:4](=[C:5]([N+:12]([O-])=O)[CH:6]=[CH:7][CH:8]=2)[C:3]1=[O:15]. Product: [NH2:12][C:5]1[CH:6]=[CH:7][CH:8]=[C:9]2[C:4]=1[C:3](=[O:15])[N:2]([CH3:1])[CH2:11][CH2:10]2. The catalyst class is: 43. (5) The catalyst class is: 1. Product: [N:1]([C:4]([CH3:10])([CH3:9])[CH2:5][CH2:6][OH:7])=[N+:2]=[N-:3]. Reactant: [N:1]([C:4]([CH3:10])([CH3:9])[CH2:5][C:6](O)=[O:7])=[N+:2]=[N-:3].CO.Cl. (6) Reactant: [CH3:1][C:2]([N:5]([C:9]1[S:10][C:11]2[CH:17]=[C:16]([S:18][C:19]3[N:23]4[N:24]=[C:25]([N:28]5[CH2:33][CH2:32][N:31]([CH3:34])[CH2:30][CH2:29]5)[CH:26]=[CH:27][C:22]4=[N:21][N:20]=3)[CH:15]=[CH:14][C:12]=2[N:13]=1)[C:6](=[O:8])[O-:7])([CH3:4])[CH3:3].CC(N(C1SC2C=C(SC#N)C=CC=2N=1)C(=O)[O-])(C)C.P([O-])(O)(O)=O.[K+].SCC(C(CS)O)O.[Cl:69]C1N2N=C(N3CCN(C)CC3)C=CC2=NN=1. Product: [ClH:69].[CH3:4][C:2]([N:5]([C:9]1[S:10][C:11]2[CH:17]=[C:16]([S:18][C:19]3[N:23]4[N:24]=[C:25]([N:28]5[CH2:33][CH2:32][N:31]([CH3:34])[CH2:30][CH2:29]5)[CH:26]=[CH:27][C:22]4=[N:21][N:20]=3)[CH:15]=[CH:14][C:12]=2[N:13]=1)[C:6](=[O:7])[OH:8])([CH3:1])[CH3:3]. The catalyst class is: 97. (7) Reactant: CN(C(ON1N=NC2C=CC=CC1=2)=[N+](C)C)C.[B-](F)(F)(F)F.[O:23]1[C:27]([C:28]([OH:30])=O)=[CH:26][N:25]=[CH:24]1.FC(F)(F)C(O)=O.[CH3:38][O:39][C:40]1[CH:60]=[CH:59][C:43]([O:44][C:45]2[CH:58]=[CH:57][C:48]([CH2:49][NH:50][C:51]([C:53]3([NH2:56])[CH2:55][CH2:54]3)=[O:52])=[CH:47][CH:46]=2)=[C:42]([C:61]([F:64])([F:63])[F:62])[CH:41]=1. Product: [CH3:38][O:39][C:40]1[CH:60]=[CH:59][C:43]([O:44][C:45]2[CH:58]=[CH:57][C:48]([CH2:49][NH:50][C:51]([C:53]3([NH:56][C:28]([C:27]4[O:23][CH:24]=[N:25][CH:26]=4)=[O:30])[CH2:54][CH2:55]3)=[O:52])=[CH:47][CH:46]=2)=[C:42]([C:61]([F:62])([F:63])[F:64])[CH:41]=1. The catalyst class is: 3.